From a dataset of Reaction yield outcomes from USPTO patents with 853,638 reactions. Predict the reaction yield, written as a fraction of the theoretical maximum amount of product (1.0 means a 100% yield; for example, 0.34 means a 34% yield). (1) The product is [Cl:17][C:11]1[CH:10]=[CH:9][C:8]([NH:7][C:5](=[O:6])[C:4]2[CH:18]=[CH:19][CH:20]=[C:2]([CH3:1])[CH:3]=2)=[CH:16][C:12]=1[C:13]([NH:63][C:60]1[CH:61]=[N:62][C:57]([NH:56][C:53]2[CH:54]=[CH:55][C:50]([S:47]([CH2:46][CH2:45][CH2:44][N:39]3[CH2:43][CH2:42][CH2:41][CH2:40]3)(=[O:48])=[O:49])=[CH:51][CH:52]=2)=[N:58][CH:59]=1)=[O:15]. The catalyst is C(Cl)Cl.CN(C=O)C. The yield is 0.130. The reactants are [CH3:1][C:2]1[CH:3]=[C:4]([CH:18]=[CH:19][CH:20]=1)[C:5]([NH:7][C:8]1[CH:9]=[CH:10][C:11]([Cl:17])=[C:12]([CH:16]=1)[C:13]([OH:15])=O)=[O:6].ClC1N=C(OC)N=C(OC)N=1.CN1CCOCC1.[N:39]1([CH2:44][CH2:45][CH2:46][S:47]([C:50]2[CH:55]=[CH:54][C:53]([NH:56][C:57]3[N:62]=[CH:61][C:60]([NH2:63])=[CH:59][N:58]=3)=[CH:52][CH:51]=2)(=[O:49])=[O:48])[CH2:43][CH2:42][CH2:41][CH2:40]1. (2) The reactants are [NH2:1][N:2]1[C:11](=[O:12])[C:10]2[C:5](=[CH:6][CH:7]=[CH:8][CH:9]=2)[NH:4][C:3]1=S.[NH:14]1[CH2:18][CH2:17][CH2:16][CH2:15]1. The catalyst is O. The product is [NH2:1][N:2]1[C:11](=[O:12])[C:10]2[C:5](=[CH:6][CH:7]=[CH:8][CH:9]=2)[N:4]=[C:3]1[N:14]1[CH2:18][CH2:17][CH2:16][CH2:15]1. The yield is 0.750.